This data is from Reaction yield outcomes from USPTO patents with 853,638 reactions. The task is: Predict the reaction yield, written as a fraction of the theoretical maximum amount of product (1.0 means a 100% yield; for example, 0.34 means a 34% yield). (1) The reactants are I[C:2]1[CH:3]=[N:4][C:5]2[C:10]([CH:11]=1)=[CH:9][CH:8]=[CH:7][C:6]=2[N+:12]([O-:14])=[O:13].[C:15]1([S:21]([O-:23])=[O:22])[CH:20]=[CH:19][CH:18]=[CH:17][CH:16]=1.[Na+]. The catalyst is CN(C)C=O. The product is [N+:12]([C:6]1[CH:7]=[CH:8][CH:9]=[C:10]2[C:5]=1[N:4]=[CH:3][C:2]([S:21]([C:15]1[CH:20]=[CH:19][CH:18]=[CH:17][CH:16]=1)(=[O:23])=[O:22])=[CH:11]2)([O-:14])=[O:13]. The yield is 0.580. (2) The reactants are [CH3:1][O:2][C:3](=[O:39])[CH2:4][C:5](=[O:38])[CH2:6][CH:7]([OH:37])[CH:8]=[CH:9][C:10]1[N:11]([C:30]2[CH:35]=[CH:34][C:33]([F:36])=[CH:32][CH:31]=2)[N:12]=[C:13]([C:18](=[O:29])[N:19]([CH3:28])[CH2:20][C:21]2[CH:26]=[CH:25][CH:24]=[CH:23][C:22]=2[CH3:27])[C:14]=1[CH:15]([CH3:17])[CH3:16].C(B(CC)OC)C.[BH4-].[Na+].C(O)(=O)C. The catalyst is C1COCC1.CO.CCOC(C)=O.O. The product is [CH3:1][O:2][C:3](=[O:39])[CH2:4][CH:5]([OH:38])[CH2:6][CH:7]([OH:37])[CH:8]=[CH:9][C:10]1[N:11]([C:30]2[CH:31]=[CH:32][C:33]([F:36])=[CH:34][CH:35]=2)[N:12]=[C:13]([C:18](=[O:29])[N:19]([CH3:28])[CH2:20][C:21]2[CH:26]=[CH:25][CH:24]=[CH:23][C:22]=2[CH3:27])[C:14]=1[CH:15]([CH3:16])[CH3:17]. The yield is 0.811. (3) The reactants are [CH3:1][O:2][C:3]1[CH:4]=[C:5]2[C:10](=[CH:11][C:12]=1[CH3:13])[C:9](=O)[CH2:8][CH2:7][C:6]2([CH3:16])[CH3:15].[CH:17]([Mg]Cl)([CH3:19])[CH3:18]. No catalyst specified. The product is [CH:17]([C:9]1[C:10]2[C:5](=[CH:4][C:3]([O:2][CH3:1])=[C:12]([CH3:13])[CH:11]=2)[C:6]([CH3:16])([CH3:15])[CH2:7][CH:8]=1)([CH3:19])[CH3:18]. The yield is 0.530. (4) The reactants are [Br:1][C:2]1[CH:3]=[C:4]([NH:12][CH:13]([CH3:15])[CH3:14])[C:5]([CH3:11])=[C:6]([CH:10]=1)[C:7]([OH:9])=O.ON1C2N=CC=CC=2N=N1.C(Cl)CCl.CN1CCOCC1.[NH2:37][CH2:38][C:39]1[C:40](=[O:49])[NH:41][C:42]([CH3:48])=[CH:43][C:44]=1[CH2:45][CH2:46][CH3:47]. The catalyst is CS(C)=O. The product is [Br:1][C:2]1[CH:3]=[C:4]([NH:12][CH:13]([CH3:15])[CH3:14])[C:5]([CH3:11])=[C:6]([CH:10]=1)[C:7]([NH:37][CH2:38][C:39]1[C:40](=[O:49])[NH:41][C:42]([CH3:48])=[CH:43][C:44]=1[CH2:45][CH2:46][CH3:47])=[O:9]. The yield is 0.666.